Dataset: Experimentally validated miRNA-target interactions with 360,000+ pairs, plus equal number of negative samples. Task: Binary Classification. Given a miRNA mature sequence and a target amino acid sequence, predict their likelihood of interaction. (1) The miRNA is mmu-miR-297a-5p with sequence AUGUAUGUGUGCAUGUGCAUGU. The protein sequence of the target gene is MAEELGLGFGEGVPVEVLPEGCRHRPEARAGLAARSKACLALTCCLLSFPILAGLSTLLMAGQLRVPGKDCMLRAITEERSEPSPQQVYSPPRGKPRAHLTIKKQTPAPHLKNQLSALHWEHDLGMAFTKNGMKYINKSLVIPESGDYFIYSQITFRGTTSVCGDISRGRRPNKPDSITVVITKVADSYPEPARLLTGSKSVCEISNNWFQSLYLGAMFSLEEGDRLMVNVSDISLVDYTKEDKTFFGAFLL. Result: 1 (interaction). (2) The miRNA is hsa-miR-154-5p with sequence UAGGUUAUCCGUGUUGCCUUCG. The protein sequence of the target gene is MATWRRDGRLTGGQRLLCAGLAGTLSLSLTAPLELATVLAQVGVVRGHARGPWATGHRVWRAEGLRALWKGNAVACLRLFPCSAVQLAAYRKFVVLFTDDLGHISQWSSIMAGSLAGMVSTIVTYPTDLIKTRLIMQNILEPSYRGLLHAFSTIYQQEGFLALYRGVSLTVVGALPFSAGSLLVYMNLEKIWNGPRDQFSLPQNFANVCLAAAVTQTLSFPFETVKRKMQAQSPYLPHSGGVDVHFSGAVDCFRQIVKAQGVLGLWNGLTANLLKIVPYFGIMFSTFEFCKRICLYQNGY.... Result: 0 (no interaction).